This data is from Full USPTO retrosynthesis dataset with 1.9M reactions from patents (1976-2016). The task is: Predict the reactants needed to synthesize the given product. (1) Given the product [CH2:3]([N:6]([S:29]([CH2:32][C:33]1[CH:34]=[CH:35][CH:36]=[CH:37][CH:38]=1)(=[O:31])=[O:30])[C:7]([CH:9]1[CH2:14][CH2:13][N:12]([C:15]2[C:16]([C:27]#[N:28])=[CH:17][C:18]([C:22]([O:24][CH2:25][CH3:26])=[O:23])=[C:19]([O:21][CH3:39])[N:20]=2)[CH2:11][CH2:10]1)=[O:8])[CH:4]=[CH2:5], predict the reactants needed to synthesize it. The reactants are: CI.[CH2:3]([N:6]([S:29]([CH2:32][C:33]1[CH:38]=[CH:37][CH:36]=[CH:35][CH:34]=1)(=[O:31])=[O:30])[C:7]([CH:9]1[CH2:14][CH2:13][N:12]([C:15]2[NH:20][C:19](=[O:21])[C:18]([C:22]([O:24][CH2:25][CH3:26])=[O:23])=[CH:17][C:16]=2[C:27]#[N:28])[CH2:11][CH2:10]1)=[O:8])[CH:4]=[CH2:5].[CH3:39]S(C)=O. (2) Given the product [OH2:6].[OH2:6].[C:3]([O-:15])(=[O:14])[CH2:4][C:5]([CH2:10][C:11]([O-:13])=[O:12])([C:7]([O-:9])=[O:8])[OH:6].[Na+:2].[Na+:2].[Na+:2], predict the reactants needed to synthesize it. The reactants are: [BH4-].[Na+:2].[C:3]([O-:15])(=[O:14])[CH2:4][C:5]([CH2:10][C:11]([O-:13])=[O:12])([C:7]([O-:9])=[O:8])[OH:6].